Task: Predict the reaction yield, written as a fraction of the theoretical maximum amount of product (1.0 means a 100% yield; for example, 0.34 means a 34% yield).. Dataset: Reaction yield outcomes from USPTO patents with 853,638 reactions (1) The yield is 0.980. The reactants are [CH3:1][C:2]1[C:11]([C:12]([O:14][C:15]([CH3:18])([CH3:17])[CH3:16])=[O:13])=[C:10]([C:19]2[CH:24]=[CH:23][CH:22]=[CH:21][CH:20]=2)[C:9]2[C:4](=[CH:5][CH:6]=[C:7]([N+:25]([O-])=O)[CH:8]=2)[N:3]=1. The catalyst is CCOC(C)=O.[Pd]. The product is [NH2:25][C:7]1[CH:8]=[C:9]2[C:4](=[CH:5][CH:6]=1)[N:3]=[C:2]([CH3:1])[C:11]([C:12]([O:14][C:15]([CH3:18])([CH3:16])[CH3:17])=[O:13])=[C:10]2[C:19]1[CH:24]=[CH:23][CH:22]=[CH:21][CH:20]=1. (2) The reactants are C(Cl)(=O)C([Cl:4])=O.[CH2:7]([O:9][C:10]([C:12]1[C:17](=[O:18])[N:16]([CH2:19][C:20]2[CH:25]=[CH:24][CH:23]=[C:22]([F:26])[CH:21]=2)[C:15]2[S:27][C:28]([CH3:30])=[CH:29][C:14]=2[C:13]=1O)=[O:11])[CH3:8]. The catalyst is CN(C=O)C. The product is [CH2:7]([O:9][C:10]([C:12]1[C:17](=[O:18])[N:16]([CH2:19][C:20]2[CH:25]=[CH:24][CH:23]=[C:22]([F:26])[CH:21]=2)[C:15]2[S:27][C:28]([CH3:30])=[CH:29][C:14]=2[C:13]=1[Cl:4])=[O:11])[CH3:8]. The yield is 0.820. (3) The reactants are [CH:1]1([CH2:6][CH:7]([C:17]2[CH:22]=[CH:21][C:20]([N+:23]([O-])=O)=[CH:19][CH:18]=2)[C:8]([NH:10][C:11]2[CH:16]=[CH:15][CH:14]=[CH:13][N:12]=2)=[O:9])[CH2:5][CH2:4][CH2:3][CH2:2]1.[H][H]. The catalyst is C(OCC)(=O)C.CO.[Pd]. The product is [NH2:23][C:20]1[CH:19]=[CH:18][C:17]([CH:7]([CH2:6][CH:1]2[CH2:5][CH2:4][CH2:3][CH2:2]2)[C:8]([NH:10][C:11]2[CH:16]=[CH:15][CH:14]=[CH:13][N:12]=2)=[O:9])=[CH:22][CH:21]=1. The yield is 0.843.